From a dataset of Full USPTO retrosynthesis dataset with 1.9M reactions from patents (1976-2016). Predict the reactants needed to synthesize the given product. (1) Given the product [ClH:22].[CH3:2][C:3]1[C:4]([S:10][C:11]2[CH:16]=[CH:15][C:14]([CH3:17])=[CH:13][CH:12]=2)=[C:5]([NH:9][NH2:18])[CH:6]=[CH:7][CH:8]=1, predict the reactants needed to synthesize it. The reactants are: Cl.[CH3:2][C:3]1[C:4]([S:10][C:11]2[CH:16]=[CH:15][C:14]([CH3:17])=[CH:13][CH:12]=2)=[C:5]([NH2:9])[CH:6]=[CH:7][CH:8]=1.[N:18]([O-])=O.[Na+].[Cl:22][Sn]Cl.Cl. (2) Given the product [CH3:1][O:2][C:3]([C@H:5]1[CH2:10][CH2:9][C@H:8]([C:11]2[N:31]3[CH:32]=[CH:33][N:34]=[C:35]([Cl:36])[C:30]3=[C:13]([C:14]3[CH:23]=[C:22]4[C:17]([CH:18]=[CH:19][C:20]([C:24]5[CH:29]=[CH:28][CH:27]=[CH:26][CH:25]=5)=[N:21]4)=[CH:16][CH:15]=3)[N:12]=2)[CH2:7][CH2:6]1)=[O:4], predict the reactants needed to synthesize it. The reactants are: [CH3:1][O:2][C:3]([C@H:5]1[CH2:10][CH2:9][C@H:8]([C:11](=O)[NH:12][CH:13]([C:30]2[C:35]([Cl:36])=[N:34][CH:33]=[CH:32][N:31]=2)[C:14]2[CH:23]=[C:22]3[C:17]([CH:18]=[CH:19][C:20]([C:24]4[CH:29]=[CH:28][CH:27]=[CH:26][CH:25]=4)=[N:21]3)=[CH:16][CH:15]=2)[CH2:7][CH2:6]1)=[O:4].O=P(Cl)(Cl)Cl. (3) The reactants are: Br[CH2:2][CH2:3][CH3:4].[Cl:5][C:6]1[CH:7]=[CH:8][C:9]([OH:16])=[C:10]([CH:15]=1)[C:11]([O:13][CH3:14])=[O:12].C(=O)([O-])[O-].[K+].[K+]. Given the product [Cl:5][C:6]1[CH:7]=[CH:8][C:9]([O:16][CH2:2][CH2:3][CH3:4])=[C:10]([CH:15]=1)[C:11]([O:13][CH3:14])=[O:12], predict the reactants needed to synthesize it. (4) Given the product [Si:13]([O:20][CH2:21][C:22]([CH3:67])([CH3:68])[CH2:23][N:24]1[C:30]2[CH:31]=[CH:32][C:33]([Cl:35])=[CH:34][C:29]=2[C@@H:28]([C:36]2[CH:41]=[CH:40][CH:39]=[C:38]([O:42][CH3:43])[C:37]=2[O:44][CH3:45])[O:27][C@H:26]([CH2:46][C:47]2[S:48][C:49](/[C:52](=[CH:58]\[C:59]3[CH:60]=[CH:61][CH:62]=[CH:63][CH:64]=3)/[C:53]([O:55][CH2:56][CH3:57])=[O:54])=[CH:50][N:51]=2)[C:25]1=[O:66])([C:16]([CH3:17])([CH3:18])[CH3:19])([CH3:15])[CH3:14], predict the reactants needed to synthesize it. The reactants are: C(N(CC)CC)C.CS(Cl)(=O)=O.[Si:13]([O:20][CH2:21][C:22]([CH3:68])([CH3:67])[CH2:23][N:24]1[C:30]2[CH:31]=[CH:32][C:33]([Cl:35])=[CH:34][C:29]=2[C@@H:28]([C:36]2[CH:41]=[CH:40][CH:39]=[C:38]([O:42][CH3:43])[C:37]=2[O:44][CH3:45])[O:27][C@H:26]([CH2:46][C:47]2[S:48][C:49]([CH:52]([CH:58](O)[C:59]3[CH:64]=[CH:63][CH:62]=[CH:61][CH:60]=3)[C:53]([O:55][CH2:56][CH3:57])=[O:54])=[CH:50][N:51]=2)[C:25]1=[O:66])([C:16]([CH3:19])([CH3:18])[CH3:17])([CH3:15])[CH3:14].C1CCN2C(=NCCC2)CC1.